The task is: Regression. Given two drug SMILES strings and cell line genomic features, predict the synergy score measuring deviation from expected non-interaction effect.. This data is from NCI-60 drug combinations with 297,098 pairs across 59 cell lines. (1) Drug 1: CC1=C(C=C(C=C1)NC(=O)C2=CC=C(C=C2)CN3CCN(CC3)C)NC4=NC=CC(=N4)C5=CN=CC=C5. Drug 2: C1=NC(=NC(=O)N1C2C(C(C(O2)CO)O)O)N. Cell line: RPMI-8226. Synergy scores: CSS=58.5, Synergy_ZIP=0.944, Synergy_Bliss=0.288, Synergy_Loewe=-29.5, Synergy_HSA=-1.17. (2) Cell line: LOX IMVI. Synergy scores: CSS=80.6, Synergy_ZIP=0.371, Synergy_Bliss=-0.662, Synergy_Loewe=-1.01, Synergy_HSA=1.53. Drug 2: CC=C1C(=O)NC(C(=O)OC2CC(=O)NC(C(=O)NC(CSSCCC=C2)C(=O)N1)C(C)C)C(C)C. Drug 1: CCC1=CC2CC(C3=C(CN(C2)C1)C4=CC=CC=C4N3)(C5=C(C=C6C(=C5)C78CCN9C7C(C=CC9)(C(C(C8N6C)(C(=O)OC)O)OC(=O)C)CC)OC)C(=O)OC.C(C(C(=O)O)O)(C(=O)O)O. (3) Drug 1: CCC1=CC2CC(C3=C(CN(C2)C1)C4=CC=CC=C4N3)(C5=C(C=C6C(=C5)C78CCN9C7C(C=CC9)(C(C(C8N6C)(C(=O)OC)O)OC(=O)C)CC)OC)C(=O)OC.C(C(C(=O)O)O)(C(=O)O)O. Drug 2: CCCCC(=O)OCC(=O)C1(CC(C2=C(C1)C(=C3C(=C2O)C(=O)C4=C(C3=O)C=CC=C4OC)O)OC5CC(C(C(O5)C)O)NC(=O)C(F)(F)F)O. Cell line: UO-31. Synergy scores: CSS=6.44, Synergy_ZIP=-5.30, Synergy_Bliss=-5.46, Synergy_Loewe=-0.706, Synergy_HSA=-0.797. (4) Drug 1: CC(C)CN1C=NC2=C1C3=CC=CC=C3N=C2N. Drug 2: C(CN)CNCCSP(=O)(O)O. Cell line: PC-3. Synergy scores: CSS=-0.553, Synergy_ZIP=2.48, Synergy_Bliss=4.56, Synergy_Loewe=1.51, Synergy_HSA=0.650. (5) Drug 1: CCC(=C(C1=CC=CC=C1)C2=CC=C(C=C2)OCCN(C)C)C3=CC=CC=C3.C(C(=O)O)C(CC(=O)O)(C(=O)O)O. Drug 2: C1CN(P(=O)(OC1)NCCCl)CCCl. Cell line: A498. Synergy scores: CSS=1.75, Synergy_ZIP=-2.96, Synergy_Bliss=-3.56, Synergy_Loewe=-3.98, Synergy_HSA=-2.94. (6) Drug 1: B(C(CC(C)C)NC(=O)C(CC1=CC=CC=C1)NC(=O)C2=NC=CN=C2)(O)O. Drug 2: CC1C(C(CC(O1)OC2CC(CC3=C2C(=C4C(=C3O)C(=O)C5=C(C4=O)C(=CC=C5)OC)O)(C(=O)CO)O)N)O.Cl. Cell line: UACC-257. Synergy scores: CSS=66.3, Synergy_ZIP=5.16, Synergy_Bliss=6.22, Synergy_Loewe=9.44, Synergy_HSA=10.8. (7) Drug 1: CC1=C(C(=CC=C1)Cl)NC(=O)C2=CN=C(S2)NC3=CC(=NC(=N3)C)N4CCN(CC4)CCO. Drug 2: COCCOC1=C(C=C2C(=C1)C(=NC=N2)NC3=CC=CC(=C3)C#C)OCCOC.Cl. Cell line: DU-145. Synergy scores: CSS=10.8, Synergy_ZIP=-4.94, Synergy_Bliss=1.54, Synergy_Loewe=2.04, Synergy_HSA=2.85. (8) Drug 1: C1=CC(=CC=C1CCCC(=O)O)N(CCCl)CCCl. Drug 2: C(CCl)NC(=O)N(CCCl)N=O. Cell line: M14. Synergy scores: CSS=-0.164, Synergy_ZIP=-7.21, Synergy_Bliss=-3.74, Synergy_Loewe=-10.7, Synergy_HSA=-4.85. (9) Drug 1: C(=O)(N)NO. Drug 2: COCCOC1=C(C=C2C(=C1)C(=NC=N2)NC3=CC=CC(=C3)C#C)OCCOC.Cl. Cell line: SR. Synergy scores: CSS=0.560, Synergy_ZIP=-1.67, Synergy_Bliss=-1.98, Synergy_Loewe=-1.78, Synergy_HSA=-1.66. (10) Drug 1: CCC1=CC2CC(C3=C(CN(C2)C1)C4=CC=CC=C4N3)(C5=C(C=C6C(=C5)C78CCN9C7C(C=CC9)(C(C(C8N6C)(C(=O)OC)O)OC(=O)C)CC)OC)C(=O)OC.C(C(C(=O)O)O)(C(=O)O)O. Drug 2: CC1=C(C(CCC1)(C)C)C=CC(=CC=CC(=CC(=O)O)C)C. Cell line: OVCAR-5. Synergy scores: CSS=52.5, Synergy_ZIP=1.91, Synergy_Bliss=2.53, Synergy_Loewe=-27.3, Synergy_HSA=1.75.